This data is from Full USPTO retrosynthesis dataset with 1.9M reactions from patents (1976-2016). The task is: Predict the reactants needed to synthesize the given product. (1) Given the product [CH2:1]([O:3][C:4](=[O:29])[CH:5]([C:7]1[CH:8]=[C:9]([C:15]2[CH:20]=[CH:19][C:18]([C:21]([F:24])([F:23])[F:22])=[CH:17][C:16]=2[CH2:25][N:26]([CH2:27][CH3:28])[C:38]([NH:37][CH2:30][C:31]2[CH:36]=[CH:35][CH:34]=[CH:33][CH:32]=2)=[O:39])[C:10]([O:13][CH3:14])=[CH:11][CH:12]=1)[CH3:6])[CH3:2], predict the reactants needed to synthesize it. The reactants are: [CH2:1]([O:3][C:4](=[O:29])[CH:5]([C:7]1[CH:8]=[C:9]([C:15]2[CH:20]=[CH:19][C:18]([C:21]([F:24])([F:23])[F:22])=[CH:17][C:16]=2[CH2:25][NH:26][CH2:27][CH3:28])[C:10]([O:13][CH3:14])=[CH:11][CH:12]=1)[CH3:6])[CH3:2].[CH2:30]([N:37]=[C:38]=[O:39])[C:31]1[CH:36]=[CH:35][CH:34]=[CH:33][CH:32]=1. (2) Given the product [CH3:1][S:2]([O-:5])(=[O:4])=[O:3].[CH2:6]([N+:11]([CH2:14][CH3:15])([CH2:12][CH3:13])[CH2:9][CH3:10])[C:7]#[CH:8], predict the reactants needed to synthesize it. The reactants are: [CH3:1][S:2]([O:5][CH2:6][C:7]#[CH:8])(=[O:4])=[O:3].[CH2:9]([N:11]([CH2:14][CH3:15])[CH2:12][CH3:13])[CH3:10]. (3) Given the product [CH2:5]([O:12][N:13]1[C:19](=[O:20])[N:18]2[CH2:21][C@H:14]1[CH2:15][CH2:16][C@H:17]2[C:22]1[O:24][N:43]=[C:37]([C:38]([O:40][CH2:41][CH3:42])=[O:39])[N:36]=1)[C:6]1[CH:7]=[CH:8][CH:9]=[CH:10][CH:11]=1, predict the reactants needed to synthesize it. The reactants are: C(Cl)CCl.[CH2:5]([O:12][N:13]1[C:19](=[O:20])[N:18]2[CH2:21][C@H:14]1[CH2:15][CH2:16][C@H:17]2[C:22]([OH:24])=O)[C:6]1[CH:11]=[CH:10][CH:9]=[CH:8][CH:7]=1.C1C=CC2N(O)N=NC=2C=1.O[NH:36][C:37](=[NH:43])[C:38]([O:40][CH2:41][CH3:42])=[O:39]. (4) Given the product [O:1]=[C:2]([N:8]1[CH2:13][CH2:12][CH:11]([C:14]2[CH:19]=[CH:18][CH:17]=[CH:16][C:15]=2[C:20]([F:23])([F:21])[F:22])[CH2:10][CH2:9]1)[CH2:3][C:4]([OH:6])=[O:5], predict the reactants needed to synthesize it. The reactants are: [O:1]=[C:2]([N:8]1[CH2:13][CH2:12][CH:11]([C:14]2[CH:19]=[CH:18][CH:17]=[CH:16][C:15]=2[C:20]([F:23])([F:22])[F:21])[CH2:10][CH2:9]1)[CH2:3][C:4]([O:6]C)=[O:5].[OH-].[Na+].Cl. (5) The reactants are: [Cl:1][C:2]1[C:3]([OH:33])=[CH:4][C:5]([O:12][CH2:13][C@:14]([OH:32])([CH3:31])[CH2:15][NH:16][CH:17]2[CH2:22][CH2:21][N:20]([CH2:23][C:24]3[CH:29]=[CH:28][C:27]([Cl:30])=[CH:26][CH:25]=3)[CH2:19][CH2:18]2)=[C:6]([NH:8][C:9](=[O:11])[CH3:10])[CH:7]=1.[C:34]([OH:42])(=[O:41])[C:35]1[CH:40]=[CH:39][CH:38]=[CH:37][CH:36]=1.C(N)(=O)C. Given the product [C:34]([OH:42])(=[O:41])[C:35]1[CH:40]=[CH:39][CH:38]=[CH:37][CH:36]=1.[Cl:1][C:2]1[C:3]([OH:33])=[CH:4][C:5]([O:12][CH2:13][C@:14]([OH:32])([CH3:31])[CH2:15][NH:16][CH:17]2[CH2:18][CH2:19][N:20]([CH2:23][C:24]3[CH:25]=[CH:26][C:27]([Cl:30])=[CH:28][CH:29]=3)[CH2:21][CH2:22]2)=[C:6]([NH:8][C:9](=[O:11])[CH3:10])[CH:7]=1, predict the reactants needed to synthesize it. (6) Given the product [C:26]1([CH:7]([C:1]2[CH:2]=[CH:3][CH:4]=[CH:5][CH:6]=2)[CH2:8][CH2:9][N:10]2[CH2:11][CH2:12][N:13]([C:16]3[CH:24]=[C:23]4[C:19]([CH2:20][N:21]([CH2:37][C:36]5[CH:39]=[CH:40][CH:41]=[C:34]([O:33][CH3:32])[CH:35]=5)[C:22]4=[O:25])=[CH:18][CH:17]=3)[CH2:14][CH2:15]2)[CH:31]=[CH:30][CH:29]=[CH:28][CH:27]=1, predict the reactants needed to synthesize it. The reactants are: [C:1]1([CH:7]([C:26]2[CH:31]=[CH:30][CH:29]=[CH:28][CH:27]=2)[CH2:8][CH2:9][N:10]2[CH2:15][CH2:14][N:13]([C:16]3[CH:24]=[C:23]4[C:19]([CH2:20][NH:21][C:22]4=[O:25])=[CH:18][CH:17]=3)[CH2:12][CH2:11]2)[CH:6]=[CH:5][CH:4]=[CH:3][CH:2]=1.[CH3:32][O:33][C:34]1[CH:35]=[C:36]([CH:39]=[CH:40][CH:41]=1)[CH2:37]Cl. (7) Given the product [CH2:1]([O:8][NH:9][C@H:10]1[CH2:15][N:14]([C:16]([O:18][C:19]([CH3:21])([CH3:22])[CH3:20])=[O:17])[C@H:13]([C:23]([O:25][CH2:26][CH3:27])=[O:24])[CH2:12][CH2:11]1)[C:2]1[CH:3]=[CH:4][CH:5]=[CH:6][CH:7]=1, predict the reactants needed to synthesize it. The reactants are: [CH2:1]([O:8][NH:9][C@H:10]1[CH2:15][N:14]([C:16]([O:18][C:19]([CH3:22])([CH3:21])[CH3:20])=[O:17])[C@H:13]([C:23]([OH:25])=[O:24])[CH2:12][CH2:11]1)[C:2]1[CH:7]=[CH:6][CH:5]=[CH:4][CH:3]=1.[CH2:26](I)[CH3:27].C(N(C(C)C)CC)(C)C. (8) Given the product [C:28]([N:16]1[CH2:17][CH2:18][C:19]2[N:20]=[C:12]([C:9]3[CH:8]=[CH:7][C:6]([O:5][CH2:4][CH2:3][CH2:2][Cl:1])=[CH:11][CH:10]=3)[S:13][C:14]=2[CH2:15]1)(=[O:30])[CH3:29], predict the reactants needed to synthesize it. The reactants are: [Cl:1][CH2:2][CH2:3][CH2:4][O:5][C:6]1[CH:11]=[CH:10][C:9]([C:12]2[S:13][C:14]3[CH2:15][NH:16][CH2:17][CH2:18][C:19]=3[N:20]=2)=[CH:8][CH:7]=1.C(N(CC)CC)C.[C:28](Cl)(=[O:30])[CH3:29].O. (9) Given the product [F:1][C:2]1[CH:26]=[CH:25][CH:24]=[C:23]([F:27])[C:3]=1[C:4]([N:6]([CH3:30])[C:7]([N:8]([C:10]1[CH:15]=[CH:14][C:13]([S:16][C:17]([F:20])([F:19])[F:18])=[CH:12][C:11]=1[F:21])[CH3:9])=[O:22])=[O:5], predict the reactants needed to synthesize it. The reactants are: [F:1][C:2]1[CH:26]=[CH:25][CH:24]=[C:23]([F:27])[C:3]=1[C:4]([NH:6][C:7](=[O:22])[N:8]([C:10]1[CH:15]=[CH:14][C:13]([S:16][C:17]([F:20])([F:19])[F:18])=[CH:12][C:11]=1[F:21])[CH3:9])=[O:5].[H-].[Na+].[CH3:30]I.[Cl-].[NH4+]. (10) Given the product [ClH:31].[CH3:1][C@H:2]1[C:11]2[N:10]=[C:9]([N:12]3[CH2:17][CH2:16][O:15][CH2:14][CH2:13]3)[CH:8]=[CH:7][C:6]=2[CH2:5][NH:4][CH2:3]1, predict the reactants needed to synthesize it. The reactants are: [CH3:1][C@H:2]1[C:11]2[N:10]=[C:9]([N:12]3[CH2:17][CH2:16][O:15][CH2:14][CH2:13]3)[CH:8]=[CH:7][C:6]=2[CH2:5][N:4](C(OC(C)(C)C)=O)[CH2:3]1.C(OCC)(=O)C.[ClH:31].